This data is from Peptide-MHC class II binding affinity with 134,281 pairs from IEDB. The task is: Regression. Given a peptide amino acid sequence and an MHC pseudo amino acid sequence, predict their binding affinity value. This is MHC class II binding data. (1) The peptide sequence is LGTCQTLTPMMSSKF. The MHC is HLA-DQA10401-DQB10402 with pseudo-sequence HLA-DQA10401-DQB10402. The binding affinity (normalized) is 0.168. (2) The peptide sequence is IALVKTLLEQTLALL. The MHC is DRB1_0701 with pseudo-sequence DRB1_0701. The binding affinity (normalized) is 0. (3) The peptide sequence is DVYYTSAFVFPTKDV. The binding affinity (normalized) is 0.661. The MHC is DRB5_0101 with pseudo-sequence DRB5_0101. (4) The peptide sequence is NLNIKLNMPLYIAGN. The MHC is HLA-DQA10104-DQB10503 with pseudo-sequence HLA-DQA10104-DQB10503. The binding affinity (normalized) is 0.142. (5) The peptide sequence is GNFERISGDLKTQID. The MHC is DRB1_1501 with pseudo-sequence DRB1_1501. The binding affinity (normalized) is 0.181. (6) The peptide sequence is AGAEPAGKATTEEQK. The MHC is HLA-DQA10501-DQB10201 with pseudo-sequence HLA-DQA10501-DQB10201. The binding affinity (normalized) is 0.148.